From a dataset of Reaction yield outcomes from USPTO patents with 853,638 reactions. Predict the reaction yield, written as a fraction of the theoretical maximum amount of product (1.0 means a 100% yield; for example, 0.34 means a 34% yield). (1) The reactants are C(OC([NH:8][C@H:9]([C:15]([N:17]([CH3:30])[C@@H:18]([CH:27]([CH3:29])[CH3:28])/[CH:19]=[C:20](\[CH3:26])/[C:21]([O:23][CH2:24][CH3:25])=[O:22])=[O:16])[C:10]([CH3:14])([CH2:12][CH3:13])[CH3:11])=O)(C)(C)C.Cl.O1CCOCC1. The catalyst is ClCCl. The product is [CH3:26]/[C:20](=[CH:19]\[C@@H:18]([N:17]([CH3:30])[C:15](=[O:16])[C@H:9]([C:10]([CH3:14])([CH2:12][CH3:13])[CH3:11])[NH2:8])[CH:27]([CH3:28])[CH3:29])/[C:21]([O:23][CH2:24][CH3:25])=[O:22]. The yield is 0.950. (2) The reactants are [CH2:1]([O:3][C:4](=[O:22])[CH2:5][NH:6][CH2:7][CH2:8][NH:9][S:10]([C:13]1[S:14][C:15]2[CH:21]=[CH:20][CH:19]=[CH:18][C:16]=2[N:17]=1)(=[O:12])=[O:11])[CH3:2].[CH3:23][S:24][CH2:25][CH2:26][O:27][C:28]([NH:30][C:31]1[CH:36]=[CH:35][N:34]([CH2:37][C:38](O)=[O:39])[C:33](=[O:41])[N:32]=1)=[O:29]. No catalyst specified. The product is [CH2:1]([O:3][C:4](=[O:22])[CH2:5][N:6]([CH2:7][CH2:8][NH:9][S:10]([C:13]1[S:14][C:15]2[CH:21]=[CH:20][CH:19]=[CH:18][C:16]=2[N:17]=1)(=[O:12])=[O:11])[C:38](=[O:39])[CH2:37][N:34]1[CH:35]=[CH:36][C:31]([NH:30][C:28]([O:27][CH2:26][CH2:25][S:24][CH3:23])=[O:29])=[N:32][C:33]1=[O:41])[CH3:2]. The yield is 0.850. (3) The reactants are [NH2:1][C:2]1[CH:7]=[C:6]([O:8][C:9]2[CH:10]=[CH:11][C:12]([NH:15][C:16]([C:18]3[C:19](=[O:33])[N:20]([C:27]4[CH:32]=[CH:31][CH:30]=[CH:29][CH:28]=4)[N:21]4[CH2:26][CH2:25][O:24][CH2:23][C:22]=34)=[O:17])=[N:13][CH:14]=2)[CH:5]=[CH:4][N:3]=1.N1C=CC=CC=1.[CH:40]1([C:43](Cl)=[O:44])[CH2:42][CH2:41]1. The catalyst is CN(C1C=CN=CC=1)C.CC#N.C(Cl)Cl. The product is [CH:40]1([C:43]([NH:1][C:2]2[CH:7]=[C:6]([O:8][C:9]3[CH:10]=[CH:11][C:12]([NH:15][C:16]([C:18]4[C:19](=[O:33])[N:20]([C:27]5[CH:28]=[CH:29][CH:30]=[CH:31][CH:32]=5)[N:21]5[CH2:26][CH2:25][O:24][CH2:23][C:22]=45)=[O:17])=[N:13][CH:14]=3)[CH:5]=[CH:4][N:3]=2)=[O:44])[CH2:42][CH2:41]1. The yield is 0.720. (4) The reactants are Cl.[CH3:2][C:3]1[C:11]([C:12](=[S:14])[NH2:13])=[C:6]2[CH:7]=[CH:8][CH:9]=[CH:10][N:5]2[N:4]=1.Cl[CH:16]([C:22](=O)[C:23]1[CH:28]=[CH:27][CH:26]=[CH:25][C:24]=1[C:29]([F:32])([F:31])[F:30])[C:17]([O:19][CH2:20][CH3:21])=[O:18]. The catalyst is CC(O)C. The product is [CH3:2][C:3]1[C:11]([C:12]2[S:14][C:16]([C:17]([O:19][CH2:20][CH3:21])=[O:18])=[C:22]([C:23]3[CH:28]=[CH:27][CH:26]=[CH:25][C:24]=3[C:29]([F:30])([F:31])[F:32])[N:13]=2)=[C:6]2[CH:7]=[CH:8][CH:9]=[CH:10][N:5]2[N:4]=1. The yield is 0.840. (5) The reactants are [CH3:1][O:2][C:3]1[CH:4]=[C:5]2[C:10](=[CH:11][C:12]=1[O:13][CH3:14])[N:9]=[CH:8][N:7]=[C:6]2[N:15]1[CH2:24][CH2:23][C:22]2[C:17](=[CH:18][CH:19]=[C:20]([C:25]([OH:27])=O)[CH:21]=2)[CH2:16]1.[CH:28]1([NH2:31])[CH2:30][CH2:29]1.CC(N=C=NC(C)C)C.ON1C2C=CC=CC=2N=N1. The catalyst is CN(C)C=O. The product is [CH:28]1([NH:31][C:25]([C:20]2[CH:21]=[C:22]3[C:17](=[CH:18][CH:19]=2)[CH2:16][N:15]([C:6]2[C:5]4[C:10](=[CH:11][C:12]([O:13][CH3:14])=[C:3]([O:2][CH3:1])[CH:4]=4)[N:9]=[CH:8][N:7]=2)[CH2:24][CH2:23]3)=[O:27])[CH2:30][CH2:29]1. The yield is 0.520.